Dataset: Reaction yield outcomes from USPTO patents with 853,638 reactions. Task: Predict the reaction yield, written as a fraction of the theoretical maximum amount of product (1.0 means a 100% yield; for example, 0.34 means a 34% yield). (1) The reactants are [CH3:1][O:2][C:3]([CH:5](P(OC)(OC)=O)[NH:6][C:7]([O:9][CH2:10][C:11]1[CH:16]=[CH:15][CH:14]=[CH:13][CH:12]=1)=[O:8])=[O:4].N12CCCN=C1CCCCC2.[F:34][C:35]1[CH:42]=[CH:41][CH:40]=[C:39]([F:43])[C:36]=1[CH:37]=O.C(OCC)C. The catalyst is C(Cl)Cl. The product is [CH3:1][O:2][C:3](=[O:4])[C:5]([NH:6][C:7]([O:9][CH2:10][C:11]1[CH:12]=[CH:13][CH:14]=[CH:15][CH:16]=1)=[O:8])=[CH:37][C:36]1[C:35]([F:34])=[CH:42][CH:41]=[CH:40][C:39]=1[F:43]. The yield is 0.720. (2) The reactants are [CH2:1]([O:3][C:4](=[O:18])[C:5]1[CH:10]=[C:9]([CH3:11])[C:8]([N+:12]([O-:14])=[O:13])=[CH:7][C:6]=1[N+:15]([O-:17])=[O:16])[CH3:2].CO[CH:21]([N:24]([CH3:26])[CH3:25])OC. The catalyst is CN(C=O)C. The product is [CH2:1]([O:3][C:4](=[O:18])[C:5]1[CH:10]=[C:9]([CH:11]=[CH:21][N:24]([CH3:26])[CH3:25])[C:8]([N+:12]([O-:14])=[O:13])=[CH:7][C:6]=1[N+:15]([O-:17])=[O:16])[CH3:2]. The yield is 0.280. (3) The product is [CH3:1][O:2][CH:3]1[CH2:8][CH2:7][CH2:6][CH:5]([NH:9][S:11]([CH3:10])(=[O:13])=[O:12])[CH2:4]1. The reactants are [CH3:1][O:2][CH:3]1[CH2:8][CH2:7][CH2:6][CH:5]([NH2:9])[CH2:4]1.[CH3:10][S:11](Cl)(=[O:13])=[O:12]. The yield is 0.440. The catalyst is N1C=CC=CC=1. (4) The reactants are [Cl:1][C:2]1[CH:9]=[CH:8][CH:7]=[C:6]([N:10]2[CH:14]=[C:13]([CH3:15])[N:12]=[CH:11]2)[C:3]=1[C:4]#[N:5].[CH3:16][N+:17]([CH3:19])=[CH2:18].[I-]. The catalyst is CN(C=O)C. The product is [Cl:1][C:2]1[CH:9]=[CH:8][CH:7]=[C:6]([N:10]2[C:14]([CH2:16][N:17]([CH3:19])[CH3:18])=[C:13]([CH3:15])[N:12]=[CH:11]2)[C:3]=1[C:4]#[N:5]. The yield is 0.290. (5) The reactants are [CH3:1][C:2]1[C:6]2[C:7](=[O:18])[N:8]([CH2:11][CH2:12][N:13]3[CH2:17][CH2:16][CH2:15][CH2:14]3)[CH2:9][CH2:10][C:5]=2[NH:4][C:3]=1[CH:19]=O.[Br:21][C:22]1[CH:23]=[C:24]2[CH2:30][C:29](=[O:31])[NH:28][C:25]2=[N:26][CH:27]=1. No catalyst specified. The product is [Br:21][C:22]1[CH:23]=[C:24]2[C:30](=[CH:19][C:3]3[NH:4][C:5]4[CH2:10][CH2:9][N:8]([CH2:11][CH2:12][N:13]5[CH2:14][CH2:15][CH2:16][CH2:17]5)[C:7](=[O:18])[C:6]=4[C:2]=3[CH3:1])[C:29](=[O:31])[NH:28][C:25]2=[N:26][CH:27]=1. The yield is 0.370. (6) The reactants are [O:1]1[CH2:6][CH:5]=[C:4]([C:7]2[CH:8]=[C:9]([CH:27]=[CH:28][CH:29]=2)[CH2:10][N:11]2[C:15]3=[N:16][C:17]([NH:20][C:21]4[CH:22]=[N:23][N:24]([CH3:26])[CH:25]=4)=[N:18][CH:19]=[C:14]3[CH:13]=[N:12]2)[CH2:3][CH2:2]1. The catalyst is CO.[Pd]. The product is [CH3:26][N:24]1[CH:25]=[C:21]([NH:20][C:17]2[N:16]=[C:15]3[N:11]([CH2:10][C:9]4[CH:27]=[CH:28][CH:29]=[C:7]([CH:4]5[CH2:5][CH2:6][O:1][CH2:2][CH2:3]5)[CH:8]=4)[N:12]=[CH:13][C:14]3=[CH:19][N:18]=2)[CH:22]=[N:23]1. The yield is 0.380. (7) The reactants are Cl.[F:2][C:3]1[CH:23]=[C:22]([S:24]([CH3:27])(=[O:26])=[O:25])[CH:21]=[CH:20][C:4]=1[O:5][C:6]1[C:11]([CH3:12])=[C:10]([O:13][CH:14]2[CH2:19][CH2:18][NH:17][CH2:16][CH2:15]2)[N:9]=[CH:8][N:7]=1.Br[CH2:29][C:30](=[O:33])[CH2:31][CH3:32].C(N(CC)CC)C. The catalyst is CN(C=O)C. The product is [F:2][C:3]1[CH:23]=[C:22]([S:24]([CH3:27])(=[O:25])=[O:26])[CH:21]=[CH:20][C:4]=1[O:5][C:6]1[N:7]=[CH:8][N:9]=[C:10]([O:13][CH:14]2[CH2:19][CH2:18][N:17]([CH2:29][C:30](=[O:33])[CH2:31][CH3:32])[CH2:16][CH2:15]2)[C:11]=1[CH3:12]. The yield is 0.880.